Regression/Classification. Given a drug SMILES string, predict its toxicity properties. Task type varies by dataset: regression for continuous values (e.g., LD50, hERG inhibition percentage) or binary classification for toxic/non-toxic outcomes (e.g., AMES mutagenicity, cardiotoxicity, hepatotoxicity). Dataset: ames. From a dataset of Ames mutagenicity test results for genotoxicity prediction. (1) The molecule is CCCCC1CO1. The result is 0 (non-mutagenic). (2) The compound is CCc1cccc2cccnc12. The result is 1 (mutagenic). (3) The molecule is Cc1ccc2cc3c4c(ccc3c3c2c1CC3)C=C[C@@H](O)[C@H]4O. The result is 1 (mutagenic). (4) The compound is O=Cc1ccc(Cl)cc1. The result is 0 (non-mutagenic).